Dataset: Full USPTO retrosynthesis dataset with 1.9M reactions from patents (1976-2016). Task: Predict the reactants needed to synthesize the given product. (1) Given the product [CH:21]1[C:20]([C:18]2[CH:17]=[CH:16][N:15]=[C:14]([NH:13][C:10]3[CH:9]=[CH:8][C:7]([N:4]4[CH2:5][CH2:6][O:1][CH2:2][CH2:3]4)=[CH:12][CH:11]=3)[N:19]=2)=[CH:28][CH:27]=[C:23]([C:24]([NH:40][CH2:39][C:38]#[N:37])=[O:25])[CH:22]=1, predict the reactants needed to synthesize it. The reactants are: [O:1]1[CH2:6][CH2:5][N:4]([C:7]2[CH:12]=[CH:11][C:10]([NH:13][C:14]3[N:19]=[C:18]([C:20]4[CH:28]=[CH:27][C:23]([C:24](O)=[O:25])=[CH:22][CH:21]=4)[CH:17]=[CH:16][N:15]=3)=[CH:9][CH:8]=2)[CH2:3][CH2:2]1.C(N(CC)CC)C.Cl.[NH2:37][CH2:38][C:39]#[N:40].ON1C2C=CC=CC=2N=N1.Cl.C(N=C=NCCCN(C)C)C. (2) Given the product [C:24]([O:23][C:19]([NH:20][NH:21][C:14]([C@H:10]1[CH2:11][CH2:12][CH2:13][N:8]([C:6](=[O:7])[C:5]2[CH:4]=[CH:3][C:2]([F:1])=[CH:18][CH:17]=2)[CH2:9]1)=[O:16])=[O:22])([CH3:27])([CH3:26])[CH3:25], predict the reactants needed to synthesize it. The reactants are: [F:1][C:2]1[CH:18]=[CH:17][C:5]([C:6]([N:8]2[CH2:13][CH2:12][CH2:11][C@H:10]([C:14]([OH:16])=O)[CH2:9]2)=[O:7])=[CH:4][CH:3]=1.[C:19]([O:23][C:24]([CH3:27])([CH3:26])[CH3:25])(=[O:22])[NH:20][NH2:21].C1C=CC2N(O)N=NC=2C=1.CCN=C=NCCCN(C)C.Cl.Cl. (3) Given the product [N+:11]([C:7]1[CH:6]=[C:5]([C:14]2[N:15]=[C:16]([C:20]3[C:21]([C:26]([F:29])([F:28])[F:27])=[N:22][CH:23]=[CH:24][CH:25]=3)[N:17]=[N:18][CH:19]=2)[CH:4]=[C:3]([OH:2])[C:8]=1[OH:9])([O-:13])=[O:12], predict the reactants needed to synthesize it. The reactants are: C[O:2][C:3]1[CH:4]=[C:5]([C:14]2[N:15]=[C:16]([C:20]3[C:21]([C:26]([F:29])([F:28])[F:27])=[N:22][CH:23]=[CH:24][CH:25]=3)[N:17]=[N:18][CH:19]=2)[CH:6]=[C:7]([N+:11]([O-:13])=[O:12])[C:8]=1[O:9]C.B(Br)(Br)Br. (4) Given the product [Cl:35][C:31]1[C:30]([C:36]([F:37])([F:38])[F:39])=[C:29]([CH:34]=[CH:33][CH:32]=1)[CH2:28][N:7]1[C:6](=[O:8])[C:5]([C:9]([O:11][CH2:12][CH3:13])=[O:10])=[CH:4][N:3]([C:14]2[CH:22]=[C:21]3[C:17]([C:18]([CH3:25])([CH3:26])[C:19](=[O:24])[N:20]3[CH3:23])=[CH:16][CH:15]=2)[C:2]1=[O:1], predict the reactants needed to synthesize it. The reactants are: [O:1]=[C:2]1[NH:7][C:6](=[O:8])[C:5]([C:9]([O:11][CH2:12][CH3:13])=[O:10])=[CH:4][N:3]1[C:14]1[CH:22]=[C:21]2[C:17]([C:18]([CH3:26])([CH3:25])[C:19](=[O:24])[N:20]2[CH3:23])=[CH:16][CH:15]=1.Br[CH2:28][C:29]1[CH:34]=[CH:33][CH:32]=[C:31]([Cl:35])[C:30]=1[C:36]([F:39])([F:38])[F:37].C(=O)([O-])[O-].[K+].[K+].[I-].[K+]. (5) Given the product [CH3:1][C:2]1[CH:3]=[C:4]([CH:18]=[CH:19][C:20]=1[CH3:21])[C:5]([C:7]1[C:16](=[O:17])[C:15]2[C:10](=[CH:11][CH:12]=[CH:13][CH:14]=2)[N:9]([CH2:25][C:26]2[O:27][C:28]([C:31]([F:34])([F:33])[F:32])=[CH:29][CH:30]=2)[CH:8]=1)=[O:6], predict the reactants needed to synthesize it. The reactants are: [CH3:1][C:2]1[CH:3]=[C:4]([CH:18]=[CH:19][C:20]=1[CH3:21])[C:5]([C:7]1[C:16](=[O:17])[C:15]2[C:10](=[CH:11][CH:12]=[CH:13][CH:14]=2)[NH:9][CH:8]=1)=[O:6].[H-].[Na+].Br[CH2:25][C:26]1[O:27][C:28]([C:31]([F:34])([F:33])[F:32])=[CH:29][CH:30]=1. (6) Given the product [CH:1]12[CH2:10][CH:5]3[CH2:6][CH:7]([CH2:9][CH:3]([CH2:4]3)[CH:2]1[NH:11][C:12]([C@H:14]1[CH2:19][N:18]([CH3:28])[CH2:17][CH2:16][N:15]1[CH2:20][CH:21]1[CH2:25][CH2:24][CH2:23][CH2:22]1)=[O:13])[CH2:8]2, predict the reactants needed to synthesize it. The reactants are: [CH:1]12[CH2:10][CH:5]3[CH2:6][CH:7]([CH2:9][CH:3]([CH2:4]3)[CH:2]1[NH:11][C:12]([C@H:14]1[CH2:19][NH:18][CH2:17][CH2:16][N:15]1[CH2:20][CH:21]1[CH2:25][CH2:24][CH2:23][CH2:22]1)=[O:13])[CH2:8]2.C=O.[CH:28](O)=O. (7) Given the product [NH2:17][C@H:12]1[CH2:13][CH2:14][CH2:15][CH2:16][C@H:11]1[NH:10][C:7]1[N:8]=[N:9][C:4]([C:1]([NH2:2])=[O:3])=[C:5]([NH:25][C:26]2[CH:31]=[C:30]([CH3:32])[CH:29]=[C:28]([CH:33]([CH3:35])[CH3:34])[N:27]=2)[CH:6]=1, predict the reactants needed to synthesize it. The reactants are: [C:1]([C:4]1[N:9]=[N:8][C:7]([NH:10][C@@H:11]2[CH2:16][CH2:15][CH2:14][CH2:13][C@@H:12]2[NH:17]C(=O)OC(C)(C)C)=[CH:6][C:5]=1[NH:25][C:26]1[CH:31]=[C:30]([CH3:32])[CH:29]=[C:28]([CH:33]([CH3:35])[CH3:34])[N:27]=1)(=[O:3])[NH2:2].FC(F)(F)C(O)=O.